This data is from Forward reaction prediction with 1.9M reactions from USPTO patents (1976-2016). The task is: Predict the product of the given reaction. The product is: [C:4]([O:3][C:1]([N:8]1[CH2:13][CH2:12][CH2:11][C:10]2([NH:23][C:21](=[O:22])[C:20]3[CH:24]=[C:16]([Br:15])[CH:17]=[CH:18][C:19]=3[O:14]2)[CH2:9]1)=[O:2])([CH3:7])([CH3:6])[CH3:5]. Given the reactants [C:1]([N:8]1[CH2:13][CH2:12][CH2:11][C:10](=[O:14])[CH2:9]1)([O:3][C:4]([CH3:7])([CH3:6])[CH3:5])=[O:2].[Br:15][C:16]1[CH:17]=[CH:18][C:19](O)=[C:20]([CH:24]=1)[C:21]([NH2:23])=[O:22].N1CCCC1, predict the reaction product.